This data is from Forward reaction prediction with 1.9M reactions from USPTO patents (1976-2016). The task is: Predict the product of the given reaction. (1) Given the reactants C(S([C:5]1[N:6]([C:16]2[CH:21]=[CH:20][C:19]([O:22][CH2:23][C:24]([F:30])([F:29])[C:25]([F:28])([F:27])[F:26])=[CH:18][CH:17]=2)[C:7](=[O:15])[C:8]2[CH2:13][C:12](=[O:14])[NH:11][C:9]=2[N:10]=1)=O)C.[O-:31][CH2:32][CH3:33].[Na+].C(O)C.C(O)C, predict the reaction product. The product is: [CH2:32]([O:31][C:5]1[N:6]([C:16]2[CH:21]=[CH:20][C:19]([O:22][CH2:23][C:24]([F:30])([F:29])[C:25]([F:26])([F:28])[F:27])=[CH:18][CH:17]=2)[C:7](=[O:15])[C:8]2[CH2:13][C:12](=[O:14])[NH:11][C:9]=2[N:10]=1)[CH3:33]. (2) Given the reactants [CH:1]1[N:2]=[C:3]([C:10]([O:12][CH2:13][CH3:14])=[O:11])[N:4]2[CH:9]=[CH:8][CH:7]=[CH:6][C:5]=12.[Br:15]N1C(=O)CCC1=O.C(N(CC)CC)C, predict the reaction product. The product is: [Br:15][C:1]1[N:2]=[C:3]([C:10]([O:12][CH2:13][CH3:14])=[O:11])[N:4]2[CH:9]=[CH:8][CH:7]=[CH:6][C:5]=12. (3) Given the reactants [CH2:1]([NH:8][C:9]([C@@H:11]1[CH2:15][CH2:14][CH2:13][C@@H:12]1[NH:16]C(OC(C)(C)C)=O)=[O:10])[C:2]1[CH:7]=[CH:6][CH:5]=[CH:4][CH:3]=1.[ClH:24], predict the reaction product. The product is: [ClH:24].[CH2:1]([NH:8][C:9]([C@@H:11]1[CH2:15][CH2:14][CH2:13][C@@H:12]1[NH2:16])=[O:10])[C:2]1[CH:7]=[CH:6][CH:5]=[CH:4][CH:3]=1. (4) Given the reactants [CH3:1][N:2]1[CH2:7][CH2:6][N:5]([C:8]2[CH:13]=[CH:12][C:11]([CH2:14][C:15]([O:17]C)=O)=[CH:10][CH:9]=2)[CH2:4][CH2:3]1.[NH3:19], predict the reaction product. The product is: [CH3:1][N:2]1[CH2:7][CH2:6][N:5]([C:8]2[CH:13]=[CH:12][C:11]([CH2:14][C:15]([NH2:19])=[O:17])=[CH:10][CH:9]=2)[CH2:4][CH2:3]1. (5) The product is: [CH3:1][O:2][C:3]([C:5]1[CH:14]=[C:13]([C:14]#[C:5][CH2:3][O:2][CH2:37][C:31]2[CH:32]=[CH:33][CH:34]=[CH:35][CH:36]=2)[C:12]2[C:7](=[C:8]([O:23][CH2:24][C:25]3[CH:30]=[CH:29][CH:28]=[CH:27][CH:26]=3)[CH:9]=[CH:10][CH:11]=2)[N:6]=1)=[O:4]. Given the reactants [CH3:1][O:2][C:3]([C:5]1[CH:14]=[C:13](OS(C(F)(F)F)(=O)=O)[C:12]2[C:7](=[C:8]([O:23][CH2:24][C:25]3[CH:30]=[CH:29][CH:28]=[CH:27][CH:26]=3)[CH:9]=[CH:10][CH:11]=2)[N:6]=1)=[O:4].[C:31]1([C:37]#C)[CH:36]=[CH:35][CH:34]=[CH:33][CH:32]=1, predict the reaction product. (6) Given the reactants CN(C(ON1N=NC2C=CC=NC1=2)=[N+](C)C)C.F[P-](F)(F)(F)(F)F.[NH2:25][CH2:26][CH:27]1[CH2:32][CH2:31][O:30][CH2:29][CH2:28]1.[NH2:33][C:34]1[C:35]([C:40](O)=[O:41])=[N:36][CH:37]=[CH:38][CH:39]=1.CCN(C(C)C)C(C)C, predict the reaction product. The product is: [NH2:33][C:34]1[C:35]([C:40]([NH:25][CH2:26][CH:27]2[CH2:32][CH2:31][O:30][CH2:29][CH2:28]2)=[O:41])=[N:36][CH:37]=[CH:38][CH:39]=1. (7) Given the reactants [Cl:1][C:2]1[N:7]=[CH:6][C:5]([C:8](OC)=[O:9])=[CH:4][C:3]=1[CH3:12].CC(C[AlH]CC(C)C)C, predict the reaction product. The product is: [Cl:1][C:2]1[N:7]=[CH:6][C:5]([CH2:8][OH:9])=[CH:4][C:3]=1[CH3:12]. (8) Given the reactants [Br:1][C:2]1[CH:3]=[CH:4][CH:5]=[C:6]2[C:11]=1[CH:10]=[N+:9]([O-])[CH:8]=[CH:7]2.FC(F)(F)C(OC(=O)C(F)(F)F)=[O:16], predict the reaction product. The product is: [Br:1][C:2]1[CH:3]=[CH:4][CH:5]=[C:6]2[C:11]=1[C:10](=[O:16])[NH:9][CH:8]=[CH:7]2. (9) Given the reactants [Cl:1][C:2]1[CH:10]=[C:9]2[C:5]([C:6]([C:12]3[N:13]=[C:14]4[C:20]([CH:21]=[O:22])=[CH:19][N:18]([CH2:23][O:24][CH2:25][CH2:26][Si:27]([CH3:30])([CH3:29])[CH3:28])[C:15]4=[N:16][CH:17]=3)=[N:7][N:8]2[CH3:11])=[C:4]([F:31])[CH:3]=1.S(=O)(=O)([OH:34])N.Cl([O-])=O.[Na+].OP([O-])(O)=O.[K+], predict the reaction product. The product is: [Cl:1][C:2]1[CH:10]=[C:9]2[C:5]([C:6]([C:12]3[N:13]=[C:14]4[C:20]([C:21]([OH:34])=[O:22])=[CH:19][N:18]([CH2:23][O:24][CH2:25][CH2:26][Si:27]([CH3:28])([CH3:30])[CH3:29])[C:15]4=[N:16][CH:17]=3)=[N:7][N:8]2[CH3:11])=[C:4]([F:31])[CH:3]=1. (10) Given the reactants [O:1]([C:8]1[C:17]2[C:12](=[CH:13][CH:14]=[C:15]([CH:18]=[CH:19][CH2:20][OH:21])[CH:16]=2)[N:11]=[CH:10][N:9]=1)[C:2]1[CH:7]=[CH:6][CH:5]=[CH:4][CH:3]=1.N1C=CC=CC=1.[C:28](Cl)(=[O:30])[CH3:29], predict the reaction product. The product is: [O:1]([C:8]1[C:17]2[C:12](=[CH:13][CH:14]=[C:15]([CH:18]=[CH:19][CH2:20][O:21][C:28](=[O:30])[CH3:29])[CH:16]=2)[N:11]=[CH:10][N:9]=1)[C:2]1[CH:3]=[CH:4][CH:5]=[CH:6][CH:7]=1.